From a dataset of Forward reaction prediction with 1.9M reactions from USPTO patents (1976-2016). Predict the product of the given reaction. (1) Given the reactants O=[C:2]([OH:11])[C@@H:3]([C@H:5]([C@@H:7]([CH2:9][OH:10])[OH:8])[OH:6])[OH:4].[O:12]=[CH:13][C@@H]([C@H]([C@@H](CO)O)O)O, predict the reaction product. The product is: [O:12]=[CH:13][C@@H:2]([C@H:3]([C@@H:5]([C@@H:7]([CH2:9][OH:10])[OH:8])[OH:6])[OH:4])[OH:11]. (2) Given the reactants C(OC([N:8]1[CH2:13][CH2:12][N:11]([C:14]2[N:19]=[C:18]([C:20]3[CH:25]=[CH:24][N:23]=[C:22]([N:26](C(OC(C)(C)C)=O)[CH:27]4[CH2:32][CH2:31][CH2:30][CH2:29][CH2:28]4)[CH:21]=3)[CH:17]=[C:16]([NH2:40])[CH:15]=2)[CH2:10][CH2:9]1)=O)(C)(C)C.C(O)(C(F)(F)F)=O.C(Cl)Cl, predict the reaction product. The product is: [CH:27]1([NH:26][C:22]2[CH:21]=[C:20]([C:18]3[CH:17]=[C:16]([NH2:40])[CH:15]=[C:14]([N:11]4[CH2:12][CH2:13][NH:8][CH2:9][CH2:10]4)[N:19]=3)[CH:25]=[CH:24][N:23]=2)[CH2:32][CH2:31][CH2:30][CH2:29][CH2:28]1.